From a dataset of Full USPTO retrosynthesis dataset with 1.9M reactions from patents (1976-2016). Predict the reactants needed to synthesize the given product. (1) Given the product [CH3:7][N:8]1[CH2:13][CH2:12][N:11]([CH2:19][C:20]2[S:28][C:27]3[CH2:26][CH2:25][N:24]([C:29]([O:31][C:32]([CH3:35])([CH3:34])[CH3:33])=[O:30])[CH2:23][C:22]=3[CH:21]=2)[CH2:10][CH2:9]1, predict the reactants needed to synthesize it. The reactants are: C(=O)([O-])[O-].[K+].[K+].[CH3:7][N:8]1[CH2:13][CH2:12][NH:11][CH2:10][CH2:9]1.CS(O[CH2:19][C:20]1[S:28][C:27]2[CH2:26][CH2:25][N:24]([C:29]([O:31][C:32]([CH3:35])([CH3:34])[CH3:33])=[O:30])[CH2:23][C:22]=2[CH:21]=1)(=O)=O. (2) Given the product [N:1]1([C:6]2[CH:34]=[CH:33][C:9]([CH2:10][C:11]3[C:12]([O:31][CH3:32])=[N:13][C:14]4[C:19]([C:20]=3[Cl:21])=[CH:18][C:17]([C:22]([C:24]3[N:28]([CH3:29])[C:27]([CH3:30])=[N:26][CH:25]=3)=[O:23])=[CH:16][CH:15]=4)=[CH:8][CH:7]=2)[CH:5]=[CH:4][CH:3]=[N:2]1, predict the reactants needed to synthesize it. The reactants are: [N:1]1([C:6]2[CH:34]=[CH:33][C:9]([CH2:10][C:11]3[C:12]([O:31][CH3:32])=[N:13][C:14]4[C:19]([C:20]=3[Cl:21])=[CH:18][C:17]([CH:22]([C:24]3[N:28]([CH3:29])[C:27]([CH3:30])=[N:26][CH:25]=3)[OH:23])=[CH:16][CH:15]=4)=[CH:8][CH:7]=2)[CH:5]=[CH:4][CH:3]=[N:2]1.ClCCl. (3) Given the product [CH3:41][O:42][C:30](=[O:31])[C:23]1[CH:22]=[CH:21][C:26]([C:14]2[CH:13]=[N:12][C:11]([C:8]3([NH:7][C:6]([O:5][C:1]([CH3:4])([CH3:3])[CH3:2])=[O:18])[CH2:10][CH2:9]3)=[CH:16][CH:15]=2)=[CH:25][CH:24]=1, predict the reactants needed to synthesize it. The reactants are: [C:1]([O:5][C:6](=[O:18])[NH:7][C:8]1([C:11]2[CH:16]=[CH:15][C:14](I)=[CH:13][N:12]=2)[CH2:10][CH2:9]1)([CH3:4])([CH3:3])[CH3:2].CO[C:21]1[CH:26]=[CH:25][CH:24](B(O)O)[C:23](=[C:30]=[O:31])[CH:22]=1.[O-]P([O-])([O-])=O.[K+].[K+].[K+].C[CH2:41][OH:42]. (4) Given the product [CH:3]([O:16][CH2:17][C:18]1[CH:26]=[CH:25][C:23]([OH:24])=[C:20]([O:21][CH3:22])[CH:19]=1)([C:10]1[CH:11]=[CH:12][CH:13]=[CH:14][CH:15]=1)[C:4]1[CH:9]=[CH:8][CH:7]=[CH:6][CH:5]=1, predict the reactants needed to synthesize it. The reactants are: N#N.[CH:3]([OH:16])([C:10]1[CH:15]=[CH:14][CH:13]=[CH:12][CH:11]=1)[C:4]1[CH:9]=[CH:8][CH:7]=[CH:6][CH:5]=1.[CH2:17](O)[C:18]1[CH:26]=[CH:25][C:23]([OH:24])=[C:20]([O:21][CH3:22])[CH:19]=1.[N+]([O-])([O-])=O.[NH4+].[Ce].